This data is from Full USPTO retrosynthesis dataset with 1.9M reactions from patents (1976-2016). The task is: Predict the reactants needed to synthesize the given product. (1) Given the product [CH3:18][O:19][C:20]1[CH:26]=[CH:25][C:24]([O:27][CH3:28])=[CH:23][C:21]=1[NH:22][C:2]1[CH:7]=[C:6]([C:8]([F:11])([F:10])[F:9])[N:5]=[C:4]([C:12]2[CH:17]=[CH:16][CH:15]=[CH:14][CH:13]=2)[N:3]=1, predict the reactants needed to synthesize it. The reactants are: Cl[C:2]1[CH:7]=[C:6]([C:8]([F:11])([F:10])[F:9])[N:5]=[C:4]([C:12]2[CH:17]=[CH:16][CH:15]=[CH:14][CH:13]=2)[N:3]=1.[CH3:18][O:19][C:20]1[CH:26]=[CH:25][C:24]([O:27][CH3:28])=[CH:23][C:21]=1[NH2:22].Cl.[OH-].[Na+]. (2) The reactants are: C(OC(=O)C1C=CC(CBr)=C(C(F)(F)F)C=1)C.C(OC(=O)N[C@H]1CCNC1)(C)(C)C.C(OC(=O)C1C=CC(CN2CC[C@@H](NC(OC(C)(C)C)=O)C2)=C(C(F)(F)F)C=1)C.C(OC(=O)[NH:66][C@@H:67]1[CH2:71][CH2:70][N:69]([CH2:72][C:73]2[CH:78]=[CH:77][C:76]([C:79](=[O:94])[NH:80][CH2:81][C:82]3[CH:87]=[C:86]([Cl:88])[CH:85]=[CH:84][C:83]=3[S:89]([CH2:92][CH3:93])(=[O:91])=[O:90])=[CH:75][C:74]=2[C:95]([F:98])([F:97])[F:96])[CH2:68]1)(C)(C)C.[OH-].[K+]. Given the product [NH2:66][C@H:67]1[CH2:71][CH2:70][N:69]([CH2:72][C:73]2[CH:78]=[CH:77][C:76]([C:79]([NH:80][CH2:81][C:82]3[CH:87]=[C:86]([Cl:88])[CH:85]=[CH:84][C:83]=3[S:89]([CH2:92][CH3:93])(=[O:91])=[O:90])=[O:94])=[CH:75][C:74]=2[C:95]([F:97])([F:98])[F:96])[CH2:68]1, predict the reactants needed to synthesize it. (3) The reactants are: O.C1(C)C=CC(S(O)(=O)=O)=CC=1.Cl[C:14]1[CH:19]=[CH:18][N:17]=[CH:16][C:15]=1[F:20].[Br:21][C:22]1[CH:23]=[N:24][NH:25][CH:26]=1.C(=O)(O)[O-].[Na+]. Given the product [Br:21][C:22]1[CH:23]=[N:24][N:25]([C:14]2[CH:19]=[CH:18][N:17]=[CH:16][C:15]=2[F:20])[CH:26]=1, predict the reactants needed to synthesize it. (4) Given the product [CH2:23]([O:22][C:20](=[O:21])[CH2:19][N:18]([CH3:27])[C:14]1[CH:13]=[CH:12][CH:11]=[C:10]2[C:15]=1[CH2:16][CH2:17][N:8]([C:6]([O:5][C:1]([CH3:4])([CH3:3])[CH3:2])=[O:7])[CH2:9]2)[CH3:24], predict the reactants needed to synthesize it. The reactants are: [C:1]([O:5][C:6]([N:8]1[CH2:17][CH2:16][C:15]2[C:10](=[CH:11][CH:12]=[CH:13][C:14]=2[NH:18][CH2:19][C:20]([O:22][CH2:23][CH3:24])=[O:21])[CH2:9]1)=[O:7])([CH3:4])([CH3:3])[CH3:2].C=O.[CH3:27]C(O)=O.[BH-](OC(C)=O)(OC(C)=O)OC(C)=O.[Na+]. (5) Given the product [CH2:1]([C:8]1[CH:25]=[CH:24][CH:23]=[CH:22][C:9]=1[CH2:10][N:11]1[CH:16]=[CH:15][CH:14]=[C:13]([C:17]([OH:19])=[O:18])[C:12]1=[O:21])[C:2]1[CH:3]=[CH:4][CH:5]=[CH:6][CH:7]=1, predict the reactants needed to synthesize it. The reactants are: [CH2:1]([C:8]1[CH:25]=[CH:24][CH:23]=[CH:22][C:9]=1[CH2:10][N:11]1[CH:16]=[CH:15][CH:14]=[C:13]([C:17]([O:19]C)=[O:18])[C:12]1=[O:21])[C:2]1[CH:7]=[CH:6][CH:5]=[CH:4][CH:3]=1.[OH-].[Na+]. (6) Given the product [O:1]=[C:2]([N:28]1[CH2:29][CH2:30][CH2:31][CH2:32]1)[C@H:3]([NH:6][CH2:7][C:8]1[CH:13]=[CH:12][N:11]=[C:10]2[NH:14][CH:15]=[C:16]([C:17]([OH:19])=[O:18])[C:9]=12)[CH2:4][CH3:5], predict the reactants needed to synthesize it. The reactants are: [O:1]=[C:2]([N:28]1[CH2:32][CH2:31][CH2:30][CH2:29]1)[C@H:3]([NH:6][CH2:7][C:8]1[CH:13]=[CH:12][N:11]=[C:10]2[N:14](C(OC(C)(C)C)=O)[CH:15]=[C:16]([C:17]([O:19]C)=[O:18])[C:9]=12)[CH2:4][CH3:5].CO.[OH-].[Na+].